Dataset: Reaction yield outcomes from USPTO patents with 853,638 reactions. Task: Predict the reaction yield, written as a fraction of the theoretical maximum amount of product (1.0 means a 100% yield; for example, 0.34 means a 34% yield). No catalyst specified. The product is [Br:1][C:2]1[CH:16]=[CH:15][C:14]([C:17]2[CH2:33][C:28]([C:26]3[CH:25]=[C:24]([Cl:34])[C:23]([Cl:35])=[C:22]([Cl:21])[CH:27]=3)([C:29]([F:32])([F:31])[F:30])[O:19][N:18]=2)=[CH:13][C:3]=1[CH2:4][NH:5][C:6](=[O:12])[O:7][C:8]([CH3:11])([CH3:10])[CH3:9]. The yield is 0.600. The reactants are [Br:1][C:2]1[CH:16]=[CH:15][C:14]([C:17](Cl)=[N:18][OH:19])=[CH:13][C:3]=1[CH2:4][NH:5][C:6](=[O:12])[O:7][C:8]([CH3:11])([CH3:10])[CH3:9].[Cl:21][C:22]1[CH:27]=[C:26]([C:28](=[CH2:33])[C:29]([F:32])([F:31])[F:30])[CH:25]=[C:24]([Cl:34])[C:23]=1[Cl:35].C(=O)([O-])O.[Na+].